This data is from Peptide-MHC class II binding affinity with 134,281 pairs from IEDB. The task is: Regression. Given a peptide amino acid sequence and an MHC pseudo amino acid sequence, predict their binding affinity value. This is MHC class II binding data. (1) The peptide sequence is VIPANWKPDTVYTSK. The MHC is DRB3_0202 with pseudo-sequence DRB3_0202. The binding affinity (normalized) is 0.320. (2) The peptide sequence is EVKYFAATQFEPLAA. The MHC is HLA-DQA10101-DQB10501 with pseudo-sequence HLA-DQA10101-DQB10501. The binding affinity (normalized) is 0.586. (3) The peptide sequence is YDKFLANCSTVLTGK. The MHC is DRB1_1101 with pseudo-sequence DRB1_1101. The binding affinity (normalized) is 0.495.